The task is: Predict the reactants needed to synthesize the given product.. This data is from Full USPTO retrosynthesis dataset with 1.9M reactions from patents (1976-2016). (1) The reactants are: Cl[C:2]1[CH:7]=[C:6]([Cl:8])[N:5]=[CH:4][N:3]=1.CCN(C(C)C)C(C)C.Cl.[F:19][C:20]([F:28])([F:27])[CH:21]1[CH2:26][CH2:25][NH:24][CH2:23][CH2:22]1. Given the product [Cl:8][C:6]1[CH:7]=[C:2]([N:24]2[CH2:25][CH2:26][CH:21]([C:20]([F:28])([F:27])[F:19])[CH2:22][CH2:23]2)[N:3]=[CH:4][N:5]=1, predict the reactants needed to synthesize it. (2) Given the product [CH3:39][O:38][C:35]1[CH:34]=[CH:33][C:32]([O:31][C:29]2[CH:28]=[CH:27][C:25]3[NH:26][C:22]([C:9]4([NH2:8])[CH2:10][CH2:11][NH:12][CH2:13][CH2:14]4)=[N:23][C:24]=3[CH:30]=2)=[CH:37][CH:36]=1, predict the reactants needed to synthesize it. The reactants are: C(OC([NH:8][C:9]1([C:22]2[NH:26][C:25]3[CH:27]=[CH:28][C:29]([O:31][C:32]4[CH:37]=[CH:36][C:35]([O:38][CH3:39])=[CH:34][CH:33]=4)=[CH:30][C:24]=3[N:23]=2)[CH2:14][CH2:13][N:12](C(OC(C)(C)C)=O)[CH2:11][CH2:10]1)=O)(C)(C)C.COC1C=CC(OC2C=CC3NC(C4(NC(=O)OC(C)(C)C)CCNCC4)=NC=3C=2)=CC=1.Cl. (3) Given the product [CH3:7][Si:6]([CH3:9])([CH3:8])[CH2:5][CH2:4][C:3]#[C:2][CH2:16][OH:17], predict the reactants needed to synthesize it. The reactants are: Br[C:2](Br)=[CH:3][CH2:4][CH2:5][Si:6]([CH3:9])([CH3:8])[CH3:7].[Li]CCCC.[CH2:16]=[O:17].[NH4+].[Cl-]. (4) Given the product [CH:6]([C:8]1[CH:18]=[CH:17][C:11](/[CH:12]=[CH:13]/[C:14]([O:16][CH2:25][CH3:26])=[O:15])=[CH:10][CH:9]=1)=[O:7], predict the reactants needed to synthesize it. The reactants are: CN(C)C=O.[CH:6]([C:8]1[CH:18]=[CH:17][C:11]([CH:12]=[CH:13][C:14]([OH:16])=[O:15])=[CH:10][CH:9]=1)=[O:7].C(=O)([O-])[O-].[K+].[K+].[CH2:25](I)[CH3:26]. (5) The reactants are: [Cl:1][Si](C)(C)C.[CH3:6][N:7]([CH3:36])[C:8]1([C:30]2[CH:35]=[CH:34][CH:33]=[CH:32][CH:31]=2)[CH2:13][CH2:12][C:11](=[CH:14][C:15]([NH:17][CH:18]([CH3:29])[CH2:19][C:20]2[C:28]3[C:23](=[CH:24][CH:25]=[CH:26][CH:27]=3)[NH:22][CH:21]=2)=[O:16])[CH2:10][CH2:9]1. Given the product [ClH:1].[CH3:36][N:7]([CH3:6])[C:8]1([C:30]2[CH:35]=[CH:34][CH:33]=[CH:32][CH:31]=2)[CH2:9][CH2:10][C:11](=[CH:14][C:15]([NH:17][CH:18]([CH3:29])[CH2:19][C:20]2[C:28]3[C:23](=[CH:24][CH:25]=[CH:26][CH:27]=3)[NH:22][CH:21]=2)=[O:16])[CH2:12][CH2:13]1, predict the reactants needed to synthesize it. (6) Given the product [CH3:31][C:30]1[CH:29]=[C:28]2[C:5]([CH2:6][CH2:7][C:8]3[C:9]2=[N:10][O:11][C:12]=3[C:13]2[C:17]([C:18]([F:21])([F:20])[F:19])=[C:16]([C:22]3[CH:23]=[CH:24][CH:25]=[CH:26][CH:27]=3)[O:15][N:14]=2)=[CH:4][C:3]=1[OH:2], predict the reactants needed to synthesize it. The reactants are: C[O:2][C:3]1[CH:4]=[C:5]2[C:28](=[CH:29][C:30]=1[CH3:31])[C:9]1=[N:10][O:11][C:12]([C:13]3[C:17]([C:18]([F:21])([F:20])[F:19])=[C:16]([C:22]4[CH:27]=[CH:26][CH:25]=[CH:24][CH:23]=4)[O:15][N:14]=3)=[C:8]1[CH2:7][CH2:6]2.B(Br)(Br)Br. (7) Given the product [C:30]1(=[C:27]([C:24]2[N:25]=[N:26][N:22]([C:3]([C:4]3[CH:9]=[CH:8][CH:7]=[CH:6][CH:5]=3)([C:10]3[CH:15]=[CH:14][CH:13]=[CH:12][CH:11]=3)[C:16]3[CH:17]=[CH:18][CH:19]=[CH:20][CH:21]=3)[N:23]=2)[C:28]#[N:29])[CH2:34][CH2:33][CH2:32][CH2:31]1, predict the reactants needed to synthesize it. The reactants are: [H-].[Na+].[C:3]([N:22]1[N:26]=[N:25][C:24]([CH2:27][C:28]#[N:29])=[N:23]1)([C:16]1[CH:21]=[CH:20][CH:19]=[CH:18][CH:17]=1)([C:10]1[CH:15]=[CH:14][CH:13]=[CH:12][CH:11]=1)[C:4]1[CH:9]=[CH:8][CH:7]=[CH:6][CH:5]=1.[C:30]1(=O)[CH2:34][CH2:33][CH2:32][CH2:31]1. (8) Given the product [Cl:14][C:12]1[S:11][C:9]2[NH:10][C:6]([C:4]([N:20]3[CH2:19][CH2:18][N:17]4[CH2:21][CH2:22][CH2:23][CH:16]4[CH2:15]3)=[O:5])=[CH:7][C:8]=2[CH:13]=1, predict the reactants needed to synthesize it. The reactants are: C(O[C:4]([C:6]1[NH:10][C:9]2[S:11][C:12]([Cl:14])=[CH:13][C:8]=2[CH:7]=1)=[O:5])C.[CH2:15]1[NH:20][CH2:19][CH2:18][N:17]2[CH2:21][CH2:22][CH2:23][CH:16]12. (9) Given the product [S:1]1[C:5]2=[N:6][CH:7]=[CH:8][N:4]2[C:3]([NH:9][CH2:10][CH2:11][CH2:12][CH2:13][CH2:14][CH2:15][N:16]([CH3:32])[S:17]([C:20]2[C:29]3[C:24](=[CH:25][CH:26]=[CH:27][CH:28]=3)[CH:23]=[CH:22][CH:21]=2)(=[O:19])=[O:18])=[N:2]1, predict the reactants needed to synthesize it. The reactants are: [S:1]1[C:5]2=[N:6][CH:7]=[CH:8][N:4]2[C:3]([NH:9][CH2:10][CH2:11][CH2:12][CH2:13][CH2:14][CH2:15][NH:16][S:17]([C:20]2[C:29]3[C:24](=[CH:25][CH:26]=[CH:27][CH:28]=3)[CH:23]=[CH:22][CH:21]=2)(=[O:19])=[O:18])=[N:2]1.IC.[C:32](=O)([O-])[O-].[K+].[K+]. (10) Given the product [CH2:35]([N:42]1[CH2:46][CH2:45][C@@H:44]([NH:47][C:27]([NH:20][C:19]2[CH:21]=[CH:22][C:16]([O:15][C:6]3[C:5]4[C:10](=[CH:11][C:12]([O:13][CH3:14])=[C:3]([O:2][CH3:1])[CH:4]=4)[N:9]=[CH:8][N:7]=3)=[CH:17][CH:18]=2)=[O:33])[CH2:43]1)[C:36]1[CH:37]=[CH:38][CH:39]=[CH:40][CH:41]=1, predict the reactants needed to synthesize it. The reactants are: [CH3:1][O:2][C:3]1[CH:4]=[C:5]2[C:10](=[CH:11][C:12]=1[O:13][CH3:14])[N:9]=[CH:8][N:7]=[C:6]2[O:15][C:16]1[CH:22]=[CH:21][C:19]([NH2:20])=[CH:18][CH:17]=1.ClC(Cl)(O[C:27](=[O:33])OC(Cl)(Cl)Cl)Cl.[CH2:35]([N:42]1[CH2:46][CH2:45][C@@H:44]([NH2:47])[CH2:43]1)[C:36]1[CH:41]=[CH:40][CH:39]=[CH:38][CH:37]=1.C(=O)([O-])O.[Na+].